From a dataset of Merck oncology drug combination screen with 23,052 pairs across 39 cell lines. Regression. Given two drug SMILES strings and cell line genomic features, predict the synergy score measuring deviation from expected non-interaction effect. Drug 1: O=c1[nH]cc(F)c(=O)[nH]1. Drug 2: Cn1nnc2c(C(N)=O)ncn2c1=O. Cell line: DLD1. Synergy scores: synergy=-4.75.